Dataset: Reaction yield outcomes from USPTO patents with 853,638 reactions. Task: Predict the reaction yield, written as a fraction of the theoretical maximum amount of product (1.0 means a 100% yield; for example, 0.34 means a 34% yield). The reactants are [Cl:1][C:2]1[CH:3]=[C:4]([C:8]([C:15](=[CH:21]O)[C:16]([O:18][CH2:19][CH3:20])=[O:17])=[CH:9][C:10](OCC)=[O:11])[CH:5]=[CH:6][CH:7]=1.[CH3:23][NH2:24].C1COCC1.C([O-])([O-])=O.[K+].[K+]. The catalyst is C(O)C.C(O)(=O)C. The product is [Cl:1][C:2]1[CH:3]=[C:4]([C:8]2[C:15]([C:16]([O:18][CH2:19][CH3:20])=[O:17])=[CH:21][N:24]([CH3:23])[C:10](=[O:11])[CH:9]=2)[CH:5]=[CH:6][CH:7]=1. The yield is 0.410.